This data is from Catalyst prediction with 721,799 reactions and 888 catalyst types from USPTO. The task is: Predict which catalyst facilitates the given reaction. (1) Reactant: [Cl:1][C:2]1[CH:3]=[C:4]([C:8]2[O:16][C:15]3[CH:14]=[CH:13][NH:12][C:11](=[O:17])[C:10]=3[CH:9]=2)[CH:5]=[CH:6][CH:7]=1.F[C:19]1[CH:20]=[CH:21][C:22]([N+:26]([O-:28])=[O:27])=[C:23]([CH3:25])[CH:24]=1.C([O-])([O-])=O.[Cs+].[Cs+]. Product: [Cl:1][C:2]1[CH:3]=[C:4]([C:8]2[O:16][C:15]3[CH:14]=[CH:13][N:12]([C:19]4[CH:20]=[CH:21][C:22]([N+:26]([O-:28])=[O:27])=[C:23]([CH3:25])[CH:24]=4)[C:11](=[O:17])[C:10]=3[CH:9]=2)[CH:5]=[CH:6][CH:7]=1. The catalyst class is: 3. (2) Reactant: [CH3:1][C:2]1[C:3]([N:8](COCCOC)[S:9]([C:12]2[S:13][C:14]([CH3:42])=[CH:15][C:16]=2[C:17]2[CH:22]=[CH:21][C:20]([CH2:23][N:24]3[C:33]4[C:28](=[C:29]([CH3:35])[N:30]=[C:31]([CH3:34])[CH:32]=4)[CH:27]=[CH:26][C:25]3=[O:36])=[CH:19][C:18]=2[O:37][CH2:38][CH:39]([CH3:41])[CH3:40])(=[O:11])=[O:10])=[N:4][O:5][C:6]=1[CH3:7].Cl. Product: [CH3:1][C:2]1[C:3]([NH:8][S:9]([C:12]2[S:13][C:14]([CH3:42])=[CH:15][C:16]=2[C:17]2[CH:22]=[CH:21][C:20]([CH2:23][N:24]3[C:33]4[C:28](=[C:29]([CH3:35])[N:30]=[C:31]([CH3:34])[CH:32]=4)[CH:27]=[CH:26][C:25]3=[O:36])=[CH:19][C:18]=2[O:37][CH2:38][CH:39]([CH3:40])[CH3:41])(=[O:11])=[O:10])=[N:4][O:5][C:6]=1[CH3:7]. The catalyst class is: 8. (3) Reactant: Br[C:2]1[CH:3]=[CH:4][C:5]2[O:9][C:8](=[O:10])[N:7]([CH2:11][C:12]([N:14]([CH3:21])[C:15]3[CH:20]=[CH:19][CH:18]=[CH:17][CH:16]=3)=[O:13])[C:6]=2[CH:22]=1.C(=O)([O-])[O-].[Cs+].[Cs+].[NH2:29][C:30]1[CH:35]=[CH:34][CH:33]=[CH:32][CH:31]=1.C(=O)([O-])O.[Na+]. Product: [NH:29]([C:2]1[CH:3]=[CH:4][C:5]2[O:9][C:8](=[O:10])[N:7]([CH2:11][C:12]([N:14]([CH3:21])[C:15]3[CH:20]=[CH:19][CH:18]=[CH:17][CH:16]=3)=[O:13])[C:6]=2[CH:22]=1)[C:30]1[CH:35]=[CH:34][CH:33]=[CH:32][CH:31]=1. The catalyst class is: 11. (4) Reactant: C(OC(=O)[NH:7][C:8]([CH3:43])([CH3:42])[C:9]([N:11]1[CH2:41][CH2:40][C:14]2([N:18]([CH3:19])[CH:17]([C:20]3[CH:25]=[CH:24][C:23]([CH:26]4[CH2:28][CH2:27]4)=[CH:22][CH:21]=3)[N:16]([CH2:29][CH2:30][C:31]3[CH:36]=[CH:35][C:34]([O:37][CH3:38])=[CH:33][CH:32]=3)[C:15]2=[O:39])[CH2:13][CH2:12]1)=[O:10])(C)(C)C.FC(F)(F)C(O)=O.C([O-])(O)=O.[Na+]. Product: [NH2:7][C:8]([CH3:43])([CH3:42])[C:9]([N:11]1[CH2:41][CH2:40][C:14]2([N:18]([CH3:19])[CH:17]([C:20]3[CH:21]=[CH:22][C:23]([CH:26]4[CH2:27][CH2:28]4)=[CH:24][CH:25]=3)[N:16]([CH2:29][CH2:30][C:31]3[CH:32]=[CH:33][C:34]([O:37][CH3:38])=[CH:35][CH:36]=3)[C:15]2=[O:39])[CH2:13][CH2:12]1)=[O:10]. The catalyst class is: 2. (5) Reactant: [NH2:1][CH2:2][C:3]1[C:4]([O:15][CH3:16])=[N:5][N:6]([C:8]2[CH:13]=[CH:12][C:11]([NH2:14])=[CH:10][CH:9]=2)[CH:7]=1.[Cl:17][C:18]1[S:22][C:21]([C:23](O)=[O:24])=[CH:20][CH:19]=1.CN(C(ON1N=NC2C=CC=CC1=2)=[N+](C)C)C.[B-](F)(F)(F)F.CN1CCOCC1. Product: [NH2:14][C:11]1[CH:12]=[CH:13][C:8]([N:6]2[CH:7]=[C:3]([CH2:2][NH:1][C:23]([C:21]3[S:22][C:18]([Cl:17])=[CH:19][CH:20]=3)=[O:24])[C:4]([O:15][CH3:16])=[N:5]2)=[CH:9][CH:10]=1. The catalyst class is: 3. (6) Reactant: CS(O)(=O)=O.[F:6][C:7]1[C:8]([NH2:27])=[N:9][CH:10]=[CH:11][C:12]=1[CH2:13][C:14]1[C:15](=[O:26])[O:16][C:17]2[CH:24]=[C:23]([OH:25])[CH:22]=[CH:21][C:18]=2[C:19]=1[CH3:20].Br[C:29]1[N:34]=[CH:33][CH:32]=[CH:31][N:30]=1.C(=O)([O-])[O-].[K+].[K+].O. Product: [CH3:20][C:19]1[C:18]2[CH:21]=[CH:22][C:23]([O:25][C:29]3[N:34]=[CH:33][CH:32]=[CH:31][N:30]=3)=[CH:24][C:17]=2[O:16][C:15](=[O:26])[C:14]=1[CH2:13][C:12]1[CH:11]=[CH:10][N:9]=[C:8]([NH2:27])[C:7]=1[F:6]. The catalyst class is: 3.